Dataset: Full USPTO retrosynthesis dataset with 1.9M reactions from patents (1976-2016). Task: Predict the reactants needed to synthesize the given product. (1) Given the product [CH:10]([N:7]1[CH:8]=[C:4]([N+:1]([O-:3])=[O:2])[N:5]=[CH:6]1)([CH3:12])[CH3:11], predict the reactants needed to synthesize it. The reactants are: [N+:1]([C:4]1[N:5]=[CH:6][NH:7][CH:8]=1)([O-:3])=[O:2].Br[CH:10]([CH3:12])[CH3:11].C(=O)([O-])[O-].[K+].[K+]. (2) Given the product [C:19]([C:16]1([C:11]2[CH:12]=[CH:13][CH:14]=[CH:15][C:10]=2[CH2:9][CH2:8][C:6]2[C:5]([CH3:22])=[CH:4][N:3]=[C:2]([NH:23][C:24]3[CH:25]=[CH:26][C:27]([CH:30]4[CH2:35][CH2:34][N:33]([C:36]([O:38][C:39]([CH3:42])([CH3:41])[CH3:40])=[O:37])[CH2:32][CH2:31]4)=[N:28][CH:29]=3)[N:7]=2)[CH2:18][CH2:17]1)(=[O:20])[NH2:21], predict the reactants needed to synthesize it. The reactants are: Cl[C:2]1[N:7]=[C:6]([CH2:8][CH2:9][C:10]2[CH:15]=[CH:14][CH:13]=[CH:12][C:11]=2[C:16]2([C:19]([NH2:21])=[O:20])[CH2:18][CH2:17]2)[C:5]([CH3:22])=[CH:4][N:3]=1.[NH2:23][C:24]1[CH:25]=[CH:26][C:27]([CH:30]2[CH2:35][CH2:34][N:33]([C:36]([O:38][C:39]([CH3:42])([CH3:41])[CH3:40])=[O:37])[CH2:32][CH2:31]2)=[N:28][CH:29]=1.CC1(C)C2C(=C(P(C3C=CC=CC=3)C3C=CC=CC=3)C=CC=2)OC2C(P(C3C=CC=CC=3)C3C=CC=CC=3)=CC=CC1=2.C([O-])([O-])=O.[Cs+].[Cs+].